From a dataset of Reaction yield outcomes from USPTO patents with 853,638 reactions. Predict the reaction yield, written as a fraction of the theoretical maximum amount of product (1.0 means a 100% yield; for example, 0.34 means a 34% yield). (1) The yield is 0.990. The reactants are [C:1]1([CH3:9])[CH:6]=[CH:5][C:4]([C:7]#[N:8])=[CH:3][CH:2]=1.C(Cl)(Cl)[Cl:11].C[OH:15]. The product is [ClH:11].[CH3:9][C:1]1[CH:6]=[CH:5][C:4]([C:7](=[NH:8])[OH:15])=[CH:3][CH:2]=1. No catalyst specified. (2) The reactants are [H-].[Na+].[C:3]([O:7][C:8]([N:10]1[CH2:15][CH2:14][CH:13]([OH:16])[CH2:12][CH2:11]1)=[O:9])([CH3:6])([CH3:5])[CH3:4].Cl[C:18]1[C:27]2[C:22](=[CH:23][CH:24]=[CH:25][CH:26]=2)[N:21]=[CH:20][N:19]=1. The catalyst is CN(C=O)C. The product is [C:3]([O:7][C:8]([N:10]1[CH2:15][CH2:14][CH:13]([O:16][C:18]2[C:27]3[C:22](=[CH:23][CH:24]=[CH:25][CH:26]=3)[N:21]=[CH:20][N:19]=2)[CH2:12][CH2:11]1)=[O:9])([CH3:6])([CH3:4])[CH3:5]. The yield is 0.760. (3) The reactants are [F:1][C:2]([F:7])([F:6])[C:3]([OH:5])=[O:4].[F:8][C:9]([F:14])([F:13])[C:10]([OH:12])=[O:11].FC(F)(F)C(O)=O.[Cl:22][C:23]1[CH:24]=[N:25][C:26]2[NH:27][C:28]3[CH:29]=[N:30][CH:31]=[C:32]([CH:54]=3)[CH2:33][CH2:34][C:35]3[CH:43]=[C:39]([NH:40][C:41]=1[N:42]=2)[CH:38]=[CH:37][C:36]=3[O:44][CH2:45][C:46](=[O:53])[N:47]1[CH2:52][CH2:51][NH:50][CH2:49][CH2:48]1.[N:55](C(C)(C)C)=[C:56]=[O:57]. No catalyst specified. The product is [F:1][C:2]([F:7])([F:6])[C:3]([OH:5])=[O:4].[F:8][C:9]([F:14])([F:13])[C:10]([OH:12])=[O:11].[Cl:22][C:23]1[CH:24]=[N:25][C:26]2[NH:27][C:28]3[CH:29]=[N:30][CH:31]=[C:32]([CH:54]=3)[CH2:33][CH2:34][C:35]3[CH:43]=[C:39]([NH:40][C:41]=1[N:42]=2)[CH:38]=[CH:37][C:36]=3[O:44][CH2:45][C:46]([N:47]1[CH2:52][CH2:51][N:50]([C:56]([NH2:55])=[O:57])[CH2:49][CH2:48]1)=[O:53]. The yield is 0.600. (4) The reactants are Br[C:2]1[CH:3]=[C:4]([N:24]([CH2:31][CH3:32])[CH:25]2[CH2:30][CH2:29][O:28][CH2:27][CH2:26]2)[C:5]([CH3:23])=[C:6]([CH:22]=1)[C:7]([NH:9][CH2:10][C:11]1[C:12](=[O:21])[NH:13][C:14]([CH3:20])=[CH:15][C:16]=1[CH2:17][CH2:18][CH3:19])=[O:8].CC1(C)C(C)(C)OB([C:41]2[CH:42]=[CH:43][C:44]([CH:47]=[O:48])=[N:45][CH:46]=2)O1.C([O-])([O-])=O.[Na+].[Na+]. The catalyst is O1CCOCC1.C1C=CC([P]([Pd]([P](C2C=CC=CC=2)(C2C=CC=CC=2)C2C=CC=CC=2)([P](C2C=CC=CC=2)(C2C=CC=CC=2)C2C=CC=CC=2)[P](C2C=CC=CC=2)(C2C=CC=CC=2)C2C=CC=CC=2)(C2C=CC=CC=2)C2C=CC=CC=2)=CC=1. The product is [CH2:31]([N:24]([CH:25]1[CH2:30][CH2:29][O:28][CH2:27][CH2:26]1)[C:4]1[C:5]([CH3:23])=[C:6]([CH:22]=[C:2]([C:41]2[CH:46]=[N:45][C:44]([CH:47]=[O:48])=[CH:43][CH:42]=2)[CH:3]=1)[C:7]([NH:9][CH2:10][C:11]1[C:12](=[O:21])[NH:13][C:14]([CH3:20])=[CH:15][C:16]=1[CH2:17][CH2:18][CH3:19])=[O:8])[CH3:32]. The yield is 0.760.